Dataset: Blood-brain barrier permeability classification from the B3DB database. Task: Regression/Classification. Given a drug SMILES string, predict its absorption, distribution, metabolism, or excretion properties. Task type varies by dataset: regression for continuous measurements (e.g., permeability, clearance, half-life) or binary classification for categorical outcomes (e.g., BBB penetration, CYP inhibition). Dataset: b3db_classification. (1) The drug is CC(C)(C)NCC(O)COc1ccccc1C#N. The result is 1 (penetrates BBB). (2) The drug is CO[C@@]1(NC(=O)CSC[C@@H](N)C(=O)O)C(=O)N2C(C(=O)O)=C(CSc3nnnn3C)CS[C@@H]21. The result is 0 (does not penetrate BBB). (3) The compound is Cc1[nH]cnc1CN1CCc2c(c3ccccc3n2C)C1=O. The result is 0 (does not penetrate BBB). (4) The result is 1 (penetrates BBB). The drug is ON1CC(=NCC2CC2)N=c2ccc(Cl)cc2=C1c1ccccc1. (5) The molecule is CN1C2CCC1CC(OC(=O)c1c[nH]c3ccccc13)C2. The result is 1 (penetrates BBB). (6) The drug is CN(CC=Cc1ccccc1)CCOC(c1ccccc1)c1ccccc1. The result is 1 (penetrates BBB). (7) The molecule is COC(C(=O)N[C@@H]1C(=O)N2[C@@H](C(=O)O)C(C)(C)S[C@H]12)c1ccc(Cl)c(Cl)c1. The result is 0 (does not penetrate BBB).